From a dataset of Reaction yield outcomes from USPTO patents with 853,638 reactions. Predict the reaction yield, written as a fraction of the theoretical maximum amount of product (1.0 means a 100% yield; for example, 0.34 means a 34% yield). (1) The reactants are N1C=CC=CC=1.[NH2:7][C:8]1[C:9]([NH:19][C:20]2[CH:25]=[CH:24][C:23]([Br:26])=[CH:22][C:21]=2[F:27])=[C:10]([F:18])[C:11](=[O:17])[N:12]2[C:16]=1[CH2:15][CH2:14][CH2:13]2.[CH2:28]([O:35][C:36]([CH:38]1[CH2:42][CH2:41][CH2:40][N:39]1[S:43](Cl)(=[O:45])=[O:44])=[O:37])[C:29]1[CH:34]=[CH:33][CH:32]=[CH:31][CH:30]=1. The catalyst is CN(C1C=CN=CC=1)C.C(Cl)Cl. The product is [CH2:28]([O:35][C:36]([CH:38]1[CH2:42][CH2:41][CH2:40][N:39]1[S:43](=[O:45])(=[O:44])[NH:7][C:8]1[C:9]([NH:19][C:20]2[CH:25]=[CH:24][C:23]([Br:26])=[CH:22][C:21]=2[F:27])=[C:10]([F:18])[C:11](=[O:17])[N:12]2[C:16]=1[CH2:15][CH2:14][CH2:13]2)=[O:37])[C:29]1[CH:34]=[CH:33][CH:32]=[CH:31][CH:30]=1. The yield is 0.330. (2) The reactants are [CH3:1][O:2][C:3]1[CH:4]=[C:5]([N:11]2[CH2:20][C:19]3[C:14](=[N:15][C:16](S(C)=O)=[N:17][CH:18]=3)[N:13]([CH2:24][CH3:25])[C:12]2=[O:26])[CH:6]=[C:7]([O:9][CH3:10])[CH:8]=1.[CH2:27]([N:29]([CH2:40][CH3:41])[CH2:30][CH2:31][O:32][C:33]1[CH:39]=[CH:38][C:36]([NH2:37])=[CH:35][CH:34]=1)[CH3:28].FC(F)(F)C(O)=O.C(N(CC)CC)C.O(C(OC(C)(C)C)=O)C(OC(C)(C)C)=O. The catalyst is C(#N)C.CCCCCC. The product is [CH2:40]([N:29]([CH2:27][CH3:28])[CH2:30][CH2:31][O:32][C:33]1[CH:34]=[CH:35][C:36]([NH:37][C:16]2[N:15]=[C:14]3[N:13]([CH2:24][CH3:25])[C:12](=[O:26])[N:11]([C:5]4[CH:4]=[C:3]([O:2][CH3:1])[CH:8]=[C:7]([O:9][CH3:10])[CH:6]=4)[CH2:20][C:19]3=[CH:18][N:17]=2)=[CH:38][CH:39]=1)[CH3:41]. The yield is 0.810.